This data is from Forward reaction prediction with 1.9M reactions from USPTO patents (1976-2016). The task is: Predict the product of the given reaction. (1) Given the reactants C(N(CC)CC)C.[NH2:8][C@@H:9]1[CH2:13][CH2:12][N:11]([C:14]2[C:23]3[C:18](=[CH:19][C:20]([CH3:24])=[CH:21][CH:22]=3)[N:17]=[C:16]([C:25]3[CH:30]=[CH:29][CH:28]=[CH:27][C:26]=3[OH:31])[N:15]=2)[CH2:10]1.Cl[C:33]([O:35][CH:36]([CH3:38])[CH3:37])=[O:34].C1(C)C=CC=CC=1, predict the reaction product. The product is: [OH:31][C:26]1[CH:27]=[CH:28][CH:29]=[CH:30][C:25]=1[C:16]1[N:15]=[C:14]([N:11]2[CH2:12][CH2:13][C@@H:9]([NH:8][C:33](=[O:34])[O:35][CH:36]([CH3:38])[CH3:37])[CH2:10]2)[C:23]2[C:18](=[CH:19][C:20]([CH3:24])=[CH:21][CH:22]=2)[N:17]=1. (2) Given the reactants C[O:2][C:3]1[C:4]([CH2:14][CH2:15][C:16]2[CH:21]=[CH:20][CH:19]=[CH:18][CH:17]=2)=[C:5]2[C:10](=[CH:11][CH:12]=1)[C:9](=[O:13])[CH2:8][CH2:7][CH2:6]2.[C-]#N.[Na+], predict the reaction product. The product is: [OH:2][C:3]1[C:4]([CH2:14][CH2:15][C:16]2[CH:17]=[CH:18][CH:19]=[CH:20][CH:21]=2)=[C:5]2[C:10](=[CH:11][CH:12]=1)[C:9](=[O:13])[CH2:8][CH2:7][CH2:6]2. (3) Given the reactants I[C:2]1[CH:3]=[C:4]([C:8]2[CH2:14][C:13](=[O:15])[NH:12][C:11]3[CH:16]=[C:17]([N:20]4[CH:24]=[CH:23][CH:22]=[CH:21]4)[CH:18]=[CH:19][C:10]=3[N:9]=2)[CH:5]=[CH:6][CH:7]=1.C1C=CC(P(C2C=CC=CC=2)C2C=CC=CC=2)=CC=1.C[N:45]([CH:47]=[O:48])C, predict the reaction product. The product is: [O:15]=[C:13]1[CH2:14][C:8]([C:4]2[CH:3]=[C:2]([CH:7]=[CH:6][CH:5]=2)[C:47]([NH2:45])=[O:48])=[N:9][C:10]2[CH:19]=[CH:18][C:17]([N:20]3[CH:24]=[CH:23][CH:22]=[CH:21]3)=[CH:16][C:11]=2[NH:12]1.